From a dataset of Reaction yield outcomes from USPTO patents with 853,638 reactions. Predict the reaction yield, written as a fraction of the theoretical maximum amount of product (1.0 means a 100% yield; for example, 0.34 means a 34% yield). (1) The reactants are [ClH:1].Cl.[CH3:3][C:4]1[CH:5]=[CH:6][C:7](OS(C2C=CC=CC=2S(N(C)CC2C=NC=CC=2)(=O)=O)(=O)=O)=[C:8]([CH:18]=1)[O:9][CH2:10][CH2:11][CH2:12][O:13][NH:14][C:15]([NH2:17])=[NH:16].CC1C=CC([O:54][S:55]([C:58]2[CH:63]=[CH:62][CH:61]=[CH:60][C:59]=2[S:64]([N:67]([CH3:75])[CH2:68][C:69]2[CH:70]=[N:71][CH:72]=[CH:73][CH:74]=2)(=[O:66])=[O:65])(=[O:57])=[O:56])=C(C=1)OCCCON.C(C(=CC1C=CC(O)=CC=1)C(O)=O)#N. No catalyst specified. The product is [ClH:1].[ClH:1].[CH3:3][C:4]1[CH:5]=[C:6]([O:54][S:55]([C:58]2[CH:63]=[CH:62][CH:61]=[CH:60][C:59]=2[S:64]([N:67]([CH3:75])[CH2:68][C:69]2[CH:70]=[N:71][CH:72]=[CH:73][CH:74]=2)(=[O:65])=[O:66])(=[O:57])=[O:56])[CH:7]=[C:8]([CH:18]=1)[O:9][CH2:10][CH2:11][CH2:12][O:13][NH:14][C:15]([NH2:17])=[NH:16]. The yield is 0.760. (2) The product is [NH2:2][CH2:1][CH2:3][C@H:4]([N:6]1[CH2:11][CH2:10][CH:9]([N:12]([CH2:13][C:14]2[CH:15]=[N:16][CH:17]=[CH:18][C:19]=2[CH3:20])[C:22]2[CH:23]=[N:24][C:25]([C:28]([F:31])([F:30])[F:29])=[CH:26][CH:27]=2)[CH2:8][CH2:7]1)[CH3:5]. The reactants are [C:1]([CH2:3][C@H:4]([N:6]1[CH2:11][CH2:10][CH:9]([N:12]([C:22]2[CH:23]=[N:24][C:25]([C:28]([F:31])([F:30])[F:29])=[CH:26][CH:27]=2)[C:13](=O)[C:14]2[C:19]([CH3:20])=[CH:18][CH:17]=[N:16][CH:15]=2)[CH2:8][CH2:7]1)[CH3:5])#[N:2].B.C1COCC1. The yield is 0.580. The catalyst is C1COCC1. (3) The reactants are Br[C:2]1[CH:3]=[C:4]([N:8]2[CH:12]=[CH:11][CH:10]=[CH:9]2)[CH:5]=[CH:6][CH:7]=1.C1(N)CCCCC1N.[NH:21]1[C:25]2=[N:26][CH:27]=[N:28][C:29]([NH2:30])=[C:24]2[CH:23]=[N:22]1.P([O-])([O-])([O-])=O.[K+].[K+].[K+]. The catalyst is CN(C=O)C.[Cu](I)I.C(OCC)(=O)C. The product is [N:8]1([C:4]2[CH:3]=[C:2]([N:21]3[C:25]4=[N:26][CH:27]=[N:28][C:29]([NH2:30])=[C:24]4[CH:23]=[N:22]3)[CH:7]=[CH:6][CH:5]=2)[CH:12]=[CH:11][CH:10]=[CH:9]1. The yield is 0.0500. (4) The reactants are [F:1][C:2]1[CH:7]=[CH:6][C:5]([CH2:8][C:9]([OH:11])=[O:10])=[CH:4][CH:3]=1.[N+:12]([O-])([OH:14])=[O:13]. The catalyst is OS(O)(=O)=O. The product is [F:1][C:2]1[CH:3]=[CH:4][C:5]([CH2:8][C:9]([OH:11])=[O:10])=[CH:6][C:7]=1[N+:12]([O-:14])=[O:13]. The yield is 0.900.